Dataset: NCI-60 drug combinations with 297,098 pairs across 59 cell lines. Task: Regression. Given two drug SMILES strings and cell line genomic features, predict the synergy score measuring deviation from expected non-interaction effect. (1) Drug 1: COC1=C2C(=CC3=C1OC=C3)C=CC(=O)O2. Drug 2: B(C(CC(C)C)NC(=O)C(CC1=CC=CC=C1)NC(=O)C2=NC=CN=C2)(O)O. Cell line: K-562. Synergy scores: CSS=32.5, Synergy_ZIP=-2.61, Synergy_Bliss=-0.752, Synergy_Loewe=-49.9, Synergy_HSA=0.838. (2) Drug 1: CC=C1C(=O)NC(C(=O)OC2CC(=O)NC(C(=O)NC(CSSCCC=C2)C(=O)N1)C(C)C)C(C)C. Drug 2: CN(CCCl)CCCl.Cl. Cell line: SW-620. Synergy scores: CSS=42.8, Synergy_ZIP=-5.09, Synergy_Bliss=3.75, Synergy_Loewe=7.09, Synergy_HSA=6.73. (3) Drug 1: C(CC(=O)O)C(=O)CN.Cl. Drug 2: C1C(C(OC1N2C=NC3=C2NC=NCC3O)CO)O. Cell line: M14. Synergy scores: CSS=16.3, Synergy_ZIP=-6.24, Synergy_Bliss=-2.88, Synergy_Loewe=-0.813, Synergy_HSA=-0.620. (4) Drug 1: CC1=CC=C(C=C1)C2=CC(=NN2C3=CC=C(C=C3)S(=O)(=O)N)C(F)(F)F. Drug 2: C1CN1P(=S)(N2CC2)N3CC3. Cell line: HT29. Synergy scores: CSS=8.36, Synergy_ZIP=-0.348, Synergy_Bliss=4.42, Synergy_Loewe=-2.01, Synergy_HSA=0.0967. (5) Drug 1: CS(=O)(=O)C1=CC(=C(C=C1)C(=O)NC2=CC(=C(C=C2)Cl)C3=CC=CC=N3)Cl. Cell line: MCF7. Drug 2: C(CC(=O)O)C(=O)CN.Cl. Synergy scores: CSS=6.96, Synergy_ZIP=-2.26, Synergy_Bliss=2.24, Synergy_Loewe=-3.38, Synergy_HSA=1.18. (6) Drug 2: CCCCCOC(=O)NC1=NC(=O)N(C=C1F)C2C(C(C(O2)C)O)O. Drug 1: CC1=CC=C(C=C1)C2=CC(=NN2C3=CC=C(C=C3)S(=O)(=O)N)C(F)(F)F. Cell line: RPMI-8226. Synergy scores: CSS=20.0, Synergy_ZIP=0.234, Synergy_Bliss=1.63, Synergy_Loewe=5.37, Synergy_HSA=5.66. (7) Drug 1: CCC1(CC2CC(C3=C(CCN(C2)C1)C4=CC=CC=C4N3)(C5=C(C=C6C(=C5)C78CCN9C7C(C=CC9)(C(C(C8N6C=O)(C(=O)OC)O)OC(=O)C)CC)OC)C(=O)OC)O.OS(=O)(=O)O. Drug 2: CC1CCCC2(C(O2)CC(NC(=O)CC(C(C(=O)C(C1O)C)(C)C)O)C(=CC3=CSC(=N3)C)C)C. Cell line: K-562. Synergy scores: CSS=67.0, Synergy_ZIP=-1.11, Synergy_Bliss=-1.86, Synergy_Loewe=-2.62, Synergy_HSA=-0.0878. (8) Drug 1: C1C(C(OC1N2C=C(C(=O)NC2=O)F)CO)O. Drug 2: C1=NC2=C(N1)C(=S)N=CN2. Cell line: HOP-92. Synergy scores: CSS=40.0, Synergy_ZIP=-9.35, Synergy_Bliss=-8.12, Synergy_Loewe=-6.48, Synergy_HSA=-4.04. (9) Drug 1: C1=NC2=C(N=C(N=C2N1C3C(C(C(O3)CO)O)F)Cl)N. Drug 2: C1=CC=C(C(=C1)C(C2=CC=C(C=C2)Cl)C(Cl)Cl)Cl. Cell line: SR. Synergy scores: CSS=2.57, Synergy_ZIP=-0.406, Synergy_Bliss=-0.518, Synergy_Loewe=-3.15, Synergy_HSA=-2.92. (10) Drug 2: CNC(=O)C1=NC=CC(=C1)OC2=CC=C(C=C2)NC(=O)NC3=CC(=C(C=C3)Cl)C(F)(F)F. Cell line: MCF7. Drug 1: CC1C(C(CC(O1)OC2CC(OC(C2O)C)OC3=CC4=CC5=C(C(=O)C(C(C5)C(C(=O)C(C(C)O)O)OC)OC6CC(C(C(O6)C)O)OC7CC(C(C(O7)C)O)OC8CC(C(C(O8)C)O)(C)O)C(=C4C(=C3C)O)O)O)O. Synergy scores: CSS=33.4, Synergy_ZIP=3.07, Synergy_Bliss=2.76, Synergy_Loewe=-26.7, Synergy_HSA=-0.866.